This data is from Forward reaction prediction with 1.9M reactions from USPTO patents (1976-2016). The task is: Predict the product of the given reaction. (1) The product is: [F:1][C:2]1[CH:12]=[C:11]([F:13])[C:10]([N+:14]([O-:16])=[O:15])=[CH:9][C:3]=1[C:4]([O:6][CH2:7][CH3:8])=[O:5]. Given the reactants [F:1][C:2]1[CH:12]=[C:11]([F:13])[CH:10]=[CH:9][C:3]=1[C:4]([O:6][CH2:7][CH3:8])=[O:5].[N+:14]([O-])([O-:16])=[O:15].[K+], predict the reaction product. (2) The product is: [CH2:33]([O:35][CH:36]1[CH2:43][CH:42]2[CH:38]([CH2:39][CH:6]([NH:7][CH2:8][C:9]([N:11]3[CH2:15][CH2:14][CH2:13][CH:12]3[C:16]#[N:17])=[O:10])[CH2:41]2)[CH2:37]1)[CH3:34]. Given the reactants C(O[C:6](=O)[NH:7][CH2:8][C:9]([N:11]1[CH2:15][CH2:14][CH2:13][CH:12]1[C:16]#[N:17])=[O:10])(C)(C)C.FC(F)(F)C(O)=O.C(N(CC)CC)C.[CH2:33]([O:35][CH:36]1[CH2:43][CH:42]2[CH:38]([CH2:39]C(=O)[CH2:41]2)[CH2:37]1)[CH3:34].C(O[BH-](OC(=O)C)OC(=O)C)(=O)C.[Na+], predict the reaction product. (3) Given the reactants [C:1](Cl)(=[O:3])[CH3:2].[NH:5]1[CH2:8][CH:7]([C:9]2[CH:14]=[CH:13][C:12]([C@H:15]([C:26]3[CH:31]=[CH:30][CH:29]=[CH:28][C:27]=3[CH3:32])[CH2:16][C:17]([C:19]3[CH:24]=[CH:23][N:22]=[C:21]([CH3:25])[CH:20]=3)=[O:18])=[CH:11][CH:10]=2)[CH2:6]1.C(N(CC)C(C)C)(C)C, predict the reaction product. The product is: [C:1]([N:5]1[CH2:8][CH:7]([C:9]2[CH:14]=[CH:13][C:12]([C@H:15]([C:26]3[CH:31]=[CH:30][CH:29]=[CH:28][C:27]=3[CH3:32])[CH2:16][C:17]([C:19]3[CH:24]=[CH:23][N:22]=[C:21]([CH3:25])[CH:20]=3)=[O:18])=[CH:11][CH:10]=2)[CH2:6]1)(=[O:3])[CH3:2]. (4) The product is: [NH2:35][CH2:34][CH2:33][CH2:32][NH:36][C:13]([C:6]1[C:5]([NH:4][C:3]2[CH:27]=[CH:28][C:29]([I:31])=[CH:30][C:2]=2[F:1])=[CH:10][C:9](=[O:11])[N:8]([CH3:12])[CH:7]=1)=[O:15]. Given the reactants [F:1][C:2]1[CH:30]=[C:29]([I:31])[CH:28]=[CH:27][C:3]=1[NH:4][C:5]1[C:6]([C:13]([O:15]C2C(F)=C(F)C(F)=C(F)C=2F)=O)=[CH:7][N:8]([CH3:12])[C:9](=[O:11])[CH:10]=1.[CH2:32]([NH2:36])[CH2:33][CH2:34][NH2:35], predict the reaction product. (5) Given the reactants Br[C:2]1[S:3][C:4]([C:7]([OH:9])=[O:8])=[CH:5][N:6]=1.[N:10]1[CH:15]=[CH:14][C:13](B(O)O)=[CH:12][C:11]=1[CH3:19], predict the reaction product. The product is: [CH3:19][C:11]1[CH:12]=[C:13]([C:2]2[S:3][C:4]([C:7]([OH:9])=[O:8])=[CH:5][N:6]=2)[CH:14]=[CH:15][N:10]=1. (6) Given the reactants [CH3:1][C:2]1[C:6]([CH3:7])=[C:5]([C:8]2[C:9](F)=[CH:10][C:11]([CH3:28])=[C:12]([CH:27]=2)[C:13]([N:15]2[CH2:18][CH:17]([C:19]3[CH:26]=[CH:25][C:22]([C:23]#[N:24])=[CH:21][CH:20]=3)[CH2:16]2)=[O:14])[NH:4][N:3]=1.[NH:30]1[CH2:33][CH2:32][CH2:31]1.C([O-])([O-])=O.[Cs+].[Cs+].O, predict the reaction product. The product is: [N:30]1([C:9]2[C:8]([C:5]3[NH:4][N:3]=[C:2]([CH3:1])[C:6]=3[CH3:7])=[CH:27][C:12]([C:13]([N:15]3[CH2:16][CH:17]([C:19]4[CH:26]=[CH:25][C:22]([C:23]#[N:24])=[CH:21][CH:20]=4)[CH2:18]3)=[O:14])=[C:11]([CH3:28])[CH:10]=2)[CH2:33][CH2:32][CH2:31]1. (7) Given the reactants [CH3:1][O:2][C:3]1[CH:22]=[CH:21][C:6]([C:7]([CH:9]2[CH2:14][CH2:13][N:12]([CH:15]3[CH2:19][CH2:18][NH:17][C:16]3=[O:20])[CH2:11][CH2:10]2)=[O:8])=[CH:5][CH:4]=1.Cl[CH2:24][C:25]1[NH:26][C:27](=[O:35])[C:28]2[CH:33]=[N:32][N:31]([CH3:34])[C:29]=2[N:30]=1.[H-].[Na+], predict the reaction product. The product is: [CH3:1][O:2][C:3]1[CH:4]=[CH:5][C:6]([C:7]([CH:9]2[CH2:14][CH2:13][N:12]([CH:15]3[CH2:19][CH2:18][N:17]([CH2:24][C:25]4[NH:26][C:27](=[O:35])[CH:28]5[CH:33]=[N:32][N:31]([CH3:34])[CH:29]5[N:30]=4)[C:16]3=[O:20])[CH2:11][CH2:10]2)=[O:8])=[CH:21][CH:22]=1.